Dataset: Reaction yield outcomes from USPTO patents with 853,638 reactions. Task: Predict the reaction yield, written as a fraction of the theoretical maximum amount of product (1.0 means a 100% yield; for example, 0.34 means a 34% yield). (1) The reactants are Cl.[CH3:2][C:3]1[CH:4]=[C:5]([O:18][S:19]([C:22]2[CH:27]=[CH:26][CH:25]=[CH:24][C:23]=2[S:28]([N:31]([CH2:39][CH2:40][C:41]([O:43]CC)=[O:42])[CH2:32][C:33]2[CH:38]=[CH:37][CH:36]=[CH:35][CH:34]=2)(=[O:30])=[O:29])(=[O:21])=[O:20])[CH:6]=[C:7]([CH:17]=1)[O:8][CH2:9][CH2:10][CH2:11][O:12][NH:13][C:14]([NH2:16])=[NH:15].C(C(=CC1C=CC(O)=CC=1)C(O)=O)#N. No catalyst specified. The product is [CH3:2][C:3]1[CH:4]=[C:5]([O:18][S:19]([C:22]2[CH:27]=[CH:26][CH:25]=[CH:24][C:23]=2[S:28]([N:31]([CH2:39][CH2:40][C:41]([OH:43])=[O:42])[CH2:32][C:33]2[CH:38]=[CH:37][CH:36]=[CH:35][CH:34]=2)(=[O:29])=[O:30])(=[O:20])=[O:21])[CH:6]=[C:7]([CH:17]=1)[O:8][CH2:9][CH2:10][CH2:11][O:12][NH:13][C:14]([NH2:16])=[NH:15]. The yield is 0.970. (2) The reactants are [C:1]1([S:7](Cl)(=[O:9])=[O:8])[CH:6]=[CH:5][CH:4]=[CH:3][CH:2]=1.[NH:11]1[CH2:15][CH2:14][CH2:13][C@H:12]1[C:16]([OH:18])=[O:17].C([O-])([O-])=O.[Na+].[Na+]. The catalyst is C1COCC1. The product is [C:1]1([S:7]([N:11]2[CH2:15][CH2:14][CH2:13][C@H:12]2[C:16]([OH:18])=[O:17])(=[O:9])=[O:8])[CH:6]=[CH:5][CH:4]=[CH:3][CH:2]=1. The yield is 0.920.